Dataset: Buchwald-Hartwig C-N cross coupling reaction yields with 55,370 reactions. Task: Predict the reaction yield, written as a fraction of the theoretical maximum amount of product (1.0 means a 100% yield; for example, 0.34 means a 34% yield). The reactants are Ic1cccnc1.Cc1ccc(N)cc1.O=S(=O)(O[Pd]1c2ccccc2-c2ccccc2N~1)C(F)(F)F.COc1ccc(OC)c(P(C(C)(C)C)C(C)(C)C)c1-c1c(C(C)C)cc(C(C)C)cc1C(C)C.CN1CCCN2CCCN=C12.Cc1ccon1. No catalyst specified. The product is Cc1ccc(Nc2cccnc2)cc1. The yield is 0.931.